Dataset: Reaction yield outcomes from USPTO patents with 853,638 reactions. Task: Predict the reaction yield, written as a fraction of the theoretical maximum amount of product (1.0 means a 100% yield; for example, 0.34 means a 34% yield). (1) The reactants are [CH3:1][O:2][C:3](=[O:21])[C:4]1[CH:9]=[CH:8][C:7]([S:10][C:11]2[CH:16]=[CH:15][C:14]([NH2:17])=[CH:13][CH:12]=2)=[C:6]([N+:18]([O-:20])=[O:19])[CH:5]=1.[C:22](O[C:22]([O:24][C:25]([CH3:28])([CH3:27])[CH3:26])=[O:23])([O:24][C:25]([CH3:28])([CH3:27])[CH3:26])=[O:23]. The catalyst is O1CCOCC1. The product is [CH3:1][O:2][C:3](=[O:21])[C:4]1[CH:9]=[CH:8][C:7]([S:10][C:11]2[CH:12]=[CH:13][C:14]([NH:17][C:22]([O:24][C:25]([CH3:28])([CH3:27])[CH3:26])=[O:23])=[CH:15][CH:16]=2)=[C:6]([N+:18]([O-:20])=[O:19])[CH:5]=1. The yield is 0.930. (2) The reactants are [F:1][C:2]1[CH:7]=[CH:6][C:5]([S:8]([NH:11][C:12]2[CH:13]=[CH:14][C:15]3[CH2:19][O:18][B:17]([OH:20])[C:16]=3[CH:21]=2)(=[O:10])=[O:9])=[CH:4][C:3]=1[O:22]C.B(Br)(Br)Br. The catalyst is C(Cl)Cl. The product is [F:1][C:2]1[CH:7]=[CH:6][C:5]([S:8]([NH:11][C:12]2[CH:13]=[CH:14][C:15]3[CH2:19][O:18][B:17]([OH:20])[C:16]=3[CH:21]=2)(=[O:10])=[O:9])=[CH:4][C:3]=1[OH:22]. The yield is 0.110. (3) The reactants are [CH3:1][NH:2][C:3]1[CH:8]=[CH:7][C:6]([C:9]2[CH:10]=[CH:11][C:12]([NH2:15])=[N:13][CH:14]=2)=[CH:5][CH:4]=1.[C:16]([C:20]1[O:24][N:23]=[C:22]([NH:25][C:26](=[O:34])OC2C=CC=CC=2)[CH:21]=1)([CH3:19])([CH3:18])[CH3:17]. The catalyst is CN(C=O)C.CN(C1C=CN=CC=1)C. The product is [NH2:15][C:12]1[N:13]=[CH:14][C:9]([C:6]2[CH:7]=[CH:8][C:3]([N:2]([CH3:1])[C:26]([NH:25][C:22]3[CH:21]=[C:20]([C:16]([CH3:17])([CH3:18])[CH3:19])[O:24][N:23]=3)=[O:34])=[CH:4][CH:5]=2)=[CH:10][CH:11]=1. The yield is 0.440. (4) The reactants are [H-].[Na+].[N:3]1[CH:8]=[CH:7]C=C[C:4]=1[N:9](CC1C=CC(C([O-])=O)=CC=1)[C:10]1[CH:15]=[CH:14][CH:13]=[CH:12][N:11]=1.Br[CH2:27][C:28]1[CH:37]=[CH:36][C:31]([C:32]([O:34][CH3:35])=[O:33])=[CH:30][CH:29]=1.[OH2:38].C[N:40](C=O)C. No catalyst specified. The product is [CH3:7][C:8]1[N:3]=[C:4]([N:9]([CH2:27][C:28]2[CH:37]=[CH:36][C:31]([C:32]([O:34][CH3:35])=[O:33])=[CH:30][CH:29]=2)[C:10]2[CH:15]=[CH:14][CH:13]=[CH:12][N:11]=2)[O:38][N:40]=1. The yield is 0.820. (5) The reactants are [O:1]=O.[CH2:3]([N:5]1[C:11]2[N:12]=[CH:13][C:14]([CH2:16][CH:17]=C)=[CH:15][C:10]=2[C:9](=[O:19])[NH:8][C:7]2[C:20]([CH3:25])=[CH:21][C:22]([F:24])=[N:23][C:6]1=2)[CH3:4].[BH4-].[Na+].[NH4+].[Cl-]. The catalyst is C(Cl)Cl.CO. The product is [CH2:3]([N:5]1[C:11]2[N:12]=[CH:13][C:14]([CH2:16][CH2:17][OH:1])=[CH:15][C:10]=2[C:9](=[O:19])[NH:8][C:7]2[C:20]([CH3:25])=[CH:21][C:22]([F:24])=[N:23][C:6]1=2)[CH3:4]. The yield is 0.750. (6) The catalyst is CO. The yield is 0.960. The product is [Br:31][C:26]1[CH:27]=[CH:28][CH:29]=[CH:30][C:25]=1[C:20]1[CH:19]=[CH:18][C:17]2[C:22](=[CH:23][CH:24]=[C:15]([C:13]3[N:12]([CH:32]4[CH2:33][CH2:34][CH2:35][CH2:36][CH2:37]4)[C:9]4=[N:10][CH:11]=[C:6]([C:4]([OH:5])=[O:3])[CH:7]=[C:8]4[N:14]=3)[CH:16]=2)[N:21]=1. The reactants are C([O:3][C:4]([C:6]1[CH:7]=[C:8]2[N:14]=[C:13]([C:15]3[CH:16]=[C:17]4[C:22](=[CH:23][CH:24]=3)[N:21]=[C:20]([C:25]3[CH:30]=[CH:29][CH:28]=[CH:27][C:26]=3[Br:31])[CH:19]=[CH:18]4)[N:12]([CH:32]3[CH2:37][CH2:36][CH2:35][CH2:34][CH2:33]3)[C:9]2=[N:10][CH:11]=1)=[O:5])C.[OH-].[Na+].Cl. (7) The reactants are OO.O.O.O.FC(F)(F)C(C(F)(F)F)=[O:9].[CH2:16]1[CH2:44][O:43][C:18]2([CH2:35][CH2:34][C:33]3[C:32]4[C@H:23]([C@H:24]5[C@@:28]([CH2:30][CH:31]=4)([CH3:29])[C@:27]([OH:42])([CH2:36][C:37]([F:41])=[C:38]([F:40])[F:39])[CH2:26][CH2:25]5)[CH2:22][CH2:21][C:20]=3[CH2:19]2)[O:17]1. The catalyst is ClCCl. The product is [CH2:44]1[CH2:16][O:17][C:18]2([CH2:35][CH2:34][C@:33]34[O:9][C@:20]3([CH2:21][CH2:22][C@@H:23]3[C:32]4=[CH:31][CH2:30][C@@:28]4([CH3:29])[C@H:24]3[CH2:25][CH2:26][C@@:27]4([OH:42])[CH2:36][C:37]([F:41])=[C:38]([F:40])[F:39])[CH2:19]2)[O:43]1. The yield is 0.560. (8) The reactants are C(O)(=O)C.[NH2:5]/[C:6](/[C:24]1[CH:29]=[N:28][C:27]([NH2:30])=[C:26]([C:31]2[O:32][C:33]([C:36]([CH3:39])([CH3:38])[CH3:37])=[N:34][N:35]=2)[N:25]=1)=[N:7]\[NH:8][C:9]([CH:11]1[CH2:16][CH2:15][N:14]([C:17]([O:19][C:20]([CH3:23])([CH3:22])[CH3:21])=[O:18])[CH2:13][CH2:12]1)=O. The catalyst is O1CCOCC1. The product is [NH2:30][C:27]1[N:28]=[CH:29][C:24]([C:6]2[NH:7][N:8]=[C:9]([CH:11]3[CH2:16][CH2:15][N:14]([C:17]([O:19][C:20]([CH3:23])([CH3:22])[CH3:21])=[O:18])[CH2:13][CH2:12]3)[N:5]=2)=[N:25][C:26]=1[C:31]1[O:32][C:33]([C:36]([CH3:39])([CH3:38])[CH3:37])=[N:34][N:35]=1. The yield is 0.700. (9) The reactants are [Cl:1][C:2]1[CH:21]=[CH:20][CH:19]=[C:18](Cl)[C:3]=1[C:4](/[C:6](=[CH:9]/[NH:10][CH:11]([CH2:15][CH2:16][CH3:17])[CH2:12][CH2:13][CH3:14])/[C:7]#[N:8])=[O:5].[H-].[Na+]. The catalyst is O1CCOCC1. The product is [Cl:1][C:2]1[CH:21]=[CH:20][CH:19]=[C:18]2[C:3]=1[C:4](=[O:5])[C:6]([C:7]#[N:8])=[CH:9][N:10]2[CH:11]([CH2:15][CH2:16][CH3:17])[CH2:12][CH2:13][CH3:14]. The yield is 0.400.